Predict the reaction yield, written as a fraction of the theoretical maximum amount of product (1.0 means a 100% yield; for example, 0.34 means a 34% yield). From a dataset of Reaction yield outcomes from USPTO patents with 853,638 reactions. (1) The reactants are [Cl:1][C:2]1[CH:3]=[C:4]([CH2:8][C:9]([O:11][CH3:12])=[O:10])[CH:5]=[CH:6][CH:7]=1.[N+:13]([O-])([OH:15])=[O:14]. The catalyst is OS(O)(=O)=O. The product is [Cl:1][C:2]1[CH:3]=[C:4]([CH2:8][C:9]([O:11][CH3:12])=[O:10])[CH:5]=[CH:6][C:7]=1[N+:13]([O-:15])=[O:14]. The yield is 0.360. (2) The reactants are [CH3:1][C:2]1[C:3]([C:11]2[S:12][CH:13]=[CH:14][CH:15]=2)=[N:4][O:5][C:6]=1[C:7]([F:10])([F:9])[F:8].[CH3:16][O:17][C:18]1[CH:26]=[CH:25][CH:24]=[CH:23][C:19]=1[C:20](Cl)=[O:21]. No catalyst specified. The product is [CH3:16][O:17][C:18]1[CH:26]=[CH:25][CH:24]=[CH:23][C:19]=1[C:20]([C:13]1[S:12][C:11]([C:3]2[C:2]([CH3:1])=[C:6]([C:7]([F:8])([F:10])[F:9])[O:5][N:4]=2)=[CH:15][CH:14]=1)=[O:21]. The yield is 0.540. (3) The reactants are F[C:2]1[CH:7]=[C:6]([CH:8]([CH2:17][C:18](=[O:23])[C:19]([CH3:22])([CH3:21])[CH3:20])[C:9]([C:11]2[CH:16]=[CH:15][CH:14]=[CH:13][CH:12]=2)=O)[CH:5]=[CH:4][N:3]=1.C([O-])(O)=[O:25].[Na+].CCOC(C)=O. The catalyst is C(O)(=O)C. The product is [C:19]([C:18]1[O:23][C:9]([C:11]2[CH:16]=[CH:15][CH:14]=[CH:13][CH:12]=2)=[C:8]([C:6]2[CH:5]=[CH:4][NH:3][C:2](=[O:25])[CH:7]=2)[CH:17]=1)([CH3:22])([CH3:20])[CH3:21]. The yield is 0.780. (4) The reactants are [CH3:1][C:2]1[CH:3]=[C:4]([CH:9]=[CH:10][C:11]=1[O:12][CH3:13])[C:5]([O:7][CH3:8])=[O:6].[Br:14]N1C(=O)CCC1=O. The catalyst is C(OOC(=O)C1C=CC=CC=1)(=O)C1C=CC=CC=1. The product is [Br:14][CH2:1][C:2]1[CH:3]=[C:4]([CH:9]=[CH:10][C:11]=1[O:12][CH3:13])[C:5]([O:7][CH3:8])=[O:6]. The yield is 0.700.